Dataset: Peptide-MHC class I binding affinity with 185,985 pairs from IEDB/IMGT. Task: Regression. Given a peptide amino acid sequence and an MHC pseudo amino acid sequence, predict their binding affinity value. This is MHC class I binding data. The binding affinity (normalized) is 0. The peptide sequence is YPKSNTWNLF. The MHC is Mamu-B17 with pseudo-sequence Mamu-B17.